From a dataset of NCI-60 drug combinations with 297,098 pairs across 59 cell lines. Regression. Given two drug SMILES strings and cell line genomic features, predict the synergy score measuring deviation from expected non-interaction effect. (1) Drug 1: CC1=CC2C(CCC3(C2CCC3(C(=O)C)OC(=O)C)C)C4(C1=CC(=O)CC4)C. Drug 2: C1=NC(=NC(=O)N1C2C(C(C(O2)CO)O)O)N. Synergy scores: CSS=-0.645, Synergy_ZIP=1.38, Synergy_Bliss=-3.15, Synergy_Loewe=-11.9, Synergy_HSA=-6.68. Cell line: OVCAR-5. (2) Drug 1: CC1C(C(CC(O1)OC2CC(CC3=C2C(=C4C(=C3O)C(=O)C5=C(C4=O)C(=CC=C5)OC)O)(C(=O)C)O)N)O.Cl. Drug 2: CC1=C(C=C(C=C1)NC(=O)C2=CC=C(C=C2)CN3CCN(CC3)C)NC4=NC=CC(=N4)C5=CN=CC=C5. Cell line: SF-295. Synergy scores: CSS=36.2, Synergy_ZIP=12.5, Synergy_Bliss=12.6, Synergy_Loewe=-1.17, Synergy_HSA=11.3. (3) Drug 1: CN(C(=O)NC(C=O)C(C(C(CO)O)O)O)N=O. Drug 2: COCCOC1=C(C=C2C(=C1)C(=NC=N2)NC3=CC=CC(=C3)C#C)OCCOC.Cl. Cell line: NCI/ADR-RES. Synergy scores: CSS=3.39, Synergy_ZIP=-2.96, Synergy_Bliss=-2.86, Synergy_Loewe=-1.78, Synergy_HSA=-1.59. (4) Synergy scores: CSS=18.6, Synergy_ZIP=6.29, Synergy_Bliss=11.1, Synergy_Loewe=-2.25, Synergy_HSA=5.88. Drug 1: CN(C)C1=NC(=NC(=N1)N(C)C)N(C)C. Cell line: BT-549. Drug 2: CCN(CC)CCCC(C)NC1=C2C=C(C=CC2=NC3=C1C=CC(=C3)Cl)OC. (5) Drug 1: CC1C(C(=O)NC(C(=O)N2CCCC2C(=O)N(CC(=O)N(C(C(=O)O1)C(C)C)C)C)C(C)C)NC(=O)C3=C4C(=C(C=C3)C)OC5=C(C(=O)C(=C(C5=N4)C(=O)NC6C(OC(=O)C(N(C(=O)CN(C(=O)C7CCCN7C(=O)C(NC6=O)C(C)C)C)C)C(C)C)C)N)C. Drug 2: COC1=NC(=NC2=C1N=CN2C3C(C(C(O3)CO)O)O)N. Cell line: UACC62. Synergy scores: CSS=1.58, Synergy_ZIP=1.06, Synergy_Bliss=3.40, Synergy_Loewe=0.785, Synergy_HSA=1.28. (6) Cell line: NCI-H226. Drug 1: C1=CC(=CC=C1CCCC(=O)O)N(CCCl)CCCl. Drug 2: CCN(CC)CCNC(=O)C1=C(NC(=C1C)C=C2C3=C(C=CC(=C3)F)NC2=O)C. Synergy scores: CSS=12.1, Synergy_ZIP=3.35, Synergy_Bliss=5.95, Synergy_Loewe=2.79, Synergy_HSA=3.24.